This data is from Forward reaction prediction with 1.9M reactions from USPTO patents (1976-2016). The task is: Predict the product of the given reaction. (1) Given the reactants [Cl:1][C:2]1[N:3]=[C:4]([C:9]([NH:11][C@H:12]2[CH2:17][CH2:16][N:15](C(OC(C)(C)C)=O)[CH2:14][C@H:13]2[O:25][CH3:26])=[O:10])[NH:5][C:6]=1[CH2:7][CH3:8].Cl.C(OCC)(=O)C, predict the reaction product. The product is: [ClH:1].[Cl:1][C:2]1[N:3]=[C:4]([C:9]([NH:11][C@H:12]2[CH2:17][CH2:16][NH:15][CH2:14][C@H:13]2[O:25][CH3:26])=[O:10])[NH:5][C:6]=1[CH2:7][CH3:8]. (2) The product is: [Cl:21][C:22]1[CH:23]=[C:24]([CH2:29][CH2:30][NH:31][CH2:17][C:16]2[CH:19]=[CH:20][C:13]([C:1]#[C:2][CH2:3][CH2:4][CH2:5][CH2:6][CH2:7][CH2:8][CH2:9][CH2:10][CH2:11][CH3:12])=[CH:14][CH:15]=2)[CH:25]=[CH:26][C:27]=1[Cl:28]. Given the reactants [C:1]([C:13]1[CH:20]=[CH:19][C:16]([CH:17]=O)=[CH:15][CH:14]=1)#[C:2][CH2:3][CH2:4][CH2:5][CH2:6][CH2:7][CH2:8][CH2:9][CH2:10][CH2:11][CH3:12].[Cl:21][C:22]1[CH:23]=[C:24]([CH2:29][CH2:30][NH2:31])[CH:25]=[CH:26][C:27]=1[Cl:28], predict the reaction product. (3) The product is: [CH:12]([N:15]1[CH2:20][CH2:19][N:18]([C:9](=[O:11])/[CH:8]=[CH:7]/[C:5]2[CH:4]=[N:3][N:2]([CH3:1])[CH:6]=2)[CH2:17][CH2:16]1)([CH3:14])[CH3:13]. Given the reactants [CH3:1][N:2]1[CH:6]=[C:5](/[CH:7]=[CH:8]/[C:9]([OH:11])=O)[CH:4]=[N:3]1.[CH:12]([N:15]1[CH2:20][CH2:19][NH:18][CH2:17][CH2:16]1)([CH3:14])[CH3:13].CN(C(ON1N=NC2C=CC=NC1=2)=[N+](C)C)C.F[P-](F)(F)(F)(F)F, predict the reaction product. (4) Given the reactants C(OC([N:8]1[CH2:13][CH2:12][N:11]([C:14]([C:16]2[CH:17]=[CH:18][CH:19]=[C:20]3[C:24]=2[NH:23][CH:22]=[C:21]3[CH2:25][N:26]2[CH2:31][CH2:30][O:29][CH2:28][CH2:27]2)=[O:15])[CH2:10][CH2:9]1)=O)(C)(C)C.C(O)(C(F)(F)F)=O, predict the reaction product. The product is: [N:26]1([CH2:25][C:21]2[C:20]3[C:24](=[C:16]([C:14]([N:11]4[CH2:12][CH2:13][NH:8][CH2:9][CH2:10]4)=[O:15])[CH:17]=[CH:18][CH:19]=3)[NH:23][CH:22]=2)[CH2:31][CH2:30][O:29][CH2:28][CH2:27]1. (5) Given the reactants N1C2C(=CC=CC=2)C=CC=1.C([C:14]1[S:18][C:17]([C:19]2[CH:24]=[CH:23][C:22]([F:25])=[CH:21][CH:20]=2)=[C:16]([C:26]2[CH:31]=[CH:30][N:29]=[CH:28][CH:27]=2)[CH:15]=1)(O)=O, predict the reaction product. The product is: [F:25][C:22]1[CH:21]=[CH:20][C:19]([C:17]2[S:18][CH:14]=[CH:15][C:16]=2[C:26]2[CH:31]=[CH:30][N:29]=[CH:28][CH:27]=2)=[CH:24][CH:23]=1. (6) The product is: [NH2:9][C:10]1[CH:18]=[CH:17][C:16]([Cl:1])=[C:15]2[C:11]=1[C:12]([CH2:26][CH2:27][CH2:28][O:29][Si:30]([C:33]([CH3:36])([CH3:35])[CH3:34])([CH3:31])[CH3:32])=[N:13][N:14]2[C:19]([O:21][C:22]([CH3:25])([CH3:24])[CH3:23])=[O:20]. Given the reactants [Cl:1]N1C(=O)CCC1=O.[NH2:9][C:10]1[CH:18]=[CH:17][CH:16]=[C:15]2[C:11]=1[C:12]([CH2:26][CH2:27][CH2:28][O:29][Si:30]([C:33]([CH3:36])([CH3:35])[CH3:34])([CH3:32])[CH3:31])=[N:13][N:14]2[C:19]([O:21][C:22]([CH3:25])([CH3:24])[CH3:23])=[O:20], predict the reaction product. (7) Given the reactants [C:1]([OH:10])(=[O:9])[C:2]1[C:3](=[CH:5][CH:6]=[CH:7][CH:8]=1)[NH2:4].[C:11](OC(=O)C)(=[O:13])[CH3:12], predict the reaction product. The product is: [C:11]([NH:4][C:3]1[C:2](=[CH:8][CH:7]=[CH:6][CH:5]=1)[C:1]([OH:10])=[O:9])(=[O:13])[CH3:12]. (8) Given the reactants C[O:2]C1C=C2C(C=CC(=O)N2)=CC=1.C[Si]([N-][Si](C)(C)C)(C)C.[Li+].FC1C=C2C(C=CC(=O)N2CCN2CCC(NCC3C=CC4OCC(=O)NC=4N=3)CC2)=CC=1.[CH3:57][O:58][C:59]1[CH:68]=[C:67]2[C:62]([CH:63]=C[C:65](=[O:85])[N:66]2[CH2:69][CH2:70][N:71]2[CH2:76][CH2:75][CH:74]([NH:77][C:78](=[O:84])[O:79][C:80]([CH3:83])([CH3:82])[CH3:81])[CH2:73][CH2:72]2)=[CH:61][CH:60]=1, predict the reaction product. The product is: [CH3:57][O:58][C:59]1[CH:60]=[CH:61][C:62]2[CH2:63][O:85][C:65](=[O:2])[N:66]([CH2:69][CH2:70][N:71]3[CH2:72][CH2:73][CH:74]([NH:77][C:78](=[O:84])[O:79][C:80]([CH3:83])([CH3:82])[CH3:81])[CH2:75][CH2:76]3)[C:67]=2[CH:68]=1.